This data is from Forward reaction prediction with 1.9M reactions from USPTO patents (1976-2016). The task is: Predict the product of the given reaction. Given the reactants [CH3:1][N:2]1[C:6]([C:7]2[CH:8]=[N:9][NH:10][C:11]=2[NH2:12])=[CH:5][CH:4]=[N:3]1.[Cl:13][C:14]1[CH:15]=[C:16]([C:21](=O)[CH2:22][C:23](OCC)=[O:24])[CH:17]=[CH:18][C:19]=1[Cl:20].CC1C=CC(S(O)(=O)=O)=CC=1, predict the reaction product. The product is: [Cl:13][C:14]1[CH:15]=[C:16]([C:21]2[NH:12][C:11]3[N:10]([N:9]=[CH:8][C:7]=3[C:6]3[N:2]([CH3:1])[N:3]=[CH:4][CH:5]=3)[C:23](=[O:24])[CH:22]=2)[CH:17]=[CH:18][C:19]=1[Cl:20].